From a dataset of Full USPTO retrosynthesis dataset with 1.9M reactions from patents (1976-2016). Predict the reactants needed to synthesize the given product. (1) Given the product [F:1][CH:2]([F:26])[C:3]1[C:8]([F:9])=[CH:7][C:6]([C:10]2[C:19]3[C:14](=[CH:15][C:16]([S:20]([NH:32][C:28]4[S:27][CH:31]=[CH:30][N:29]=4)(=[O:22])=[O:21])=[CH:17][CH:18]=3)[N:13]=[CH:12][N:11]=2)=[C:5]([O:24][CH3:25])[CH:4]=1, predict the reactants needed to synthesize it. The reactants are: [F:1][CH:2]([F:26])[C:3]1[C:8]([F:9])=[CH:7][C:6]([C:10]2[C:19]3[C:14](=[CH:15][C:16]([S:20](Cl)(=[O:22])=[O:21])=[CH:17][CH:18]=3)[N:13]=[CH:12][N:11]=2)=[C:5]([O:24][CH3:25])[CH:4]=1.[S:27]1[CH:31]=[CH:30][N:29]=[C:28]1[NH2:32].CN1C=CN=C1. (2) Given the product [N+:8]([C:5]1[CH:6]=[CH:7][C:2]([S:1][CH2:12][CH2:13][OH:14])=[N:3][CH:4]=1)([O-:10])=[O:9], predict the reactants needed to synthesize it. The reactants are: [SH:1][C:2]1[CH:7]=[CH:6][C:5]([N+:8]([O-:10])=[O:9])=[CH:4][N:3]=1.Br[CH2:12][CH2:13][OH:14].C([O-])([O-])=O.[K+].[K+]. (3) Given the product [Cl:1][C:2]1[CH:7]=[CH:6][C:5]([O:8][C:9]2[CH:14]=[CH:13][C:12]([CH2:15][CH2:16][S:37][C:34]3[NH:35][CH:36]=[C:31]([CH2:30][C:27]4[CH:28]=[N:29][C:24]([O:23][CH3:22])=[N:25][CH:26]=4)[C:32](=[O:38])[N:33]=3)=[CH:11][CH:10]=2)=[CH:4][C:3]=1[C:18]([F:21])([F:20])[F:19], predict the reactants needed to synthesize it. The reactants are: [Cl:1][C:2]1[CH:7]=[CH:6][C:5]([O:8][C:9]2[CH:14]=[CH:13][C:12]([CH2:15][CH2:16]I)=[CH:11][CH:10]=2)=[CH:4][C:3]=1[C:18]([F:21])([F:20])[F:19].[CH3:22][O:23][C:24]1[N:29]=[CH:28][C:27]([CH2:30][C:31]2[C:32](=[O:38])[NH:33][C:34](=[S:37])[NH:35][CH:36]=2)=[CH:26][N:25]=1.C([O-])([O-])=O.[K+].[K+].